Task: Binary Classification. Given a miRNA mature sequence and a target amino acid sequence, predict their likelihood of interaction.. Dataset: Experimentally validated miRNA-target interactions with 360,000+ pairs, plus equal number of negative samples (1) The miRNA is hsa-miR-1178-5p with sequence CAGGGUCAGCUGAGCAUG. The protein sequence of the target gene is MTGEVGSEVHLEINDPNVISQEEADSPSDSGQGSYETIGPLSEGDSDEEIFVSKKLKNRKVLQDSDSETEDTNASPEKTTYDSAEEENKENLYAGKNTKIKRIYKTVADSDESYMEKSLYQENLEAQVKPCLELSLQSGNSTDFTTDRKSSKKHIHDKEGTAGKAKVKSKRRLEKEERKMEKIRQLKKKETKNQEDDVEQPFNDSGCLLVDKDLFETGLEDENNSPLEDEESLESIRAAVKNKVKKHKKKEPSLESGVHSFEEGSELSKGTTRKERKAARLSKEALKQLHSETQRLIRES.... Result: 0 (no interaction). (2) The miRNA is hsa-miR-3922-5p with sequence UCAAGGCCAGAGGUCCCACAGCA. Result: 0 (no interaction). The protein sequence of the target gene is MGNNCYNVVVIVLLLVGCEKVGAVQNSCDNCQPGTFCRKYNPVCKSCPPSTFSSIGGQPNCNICRVCAGYFRFKKFCSSTHNAECECIEGFHCLGPQCTRCEKDCRPGQELTKQGCKTCSLGTFNDQNGTGVCRPWTNCSLDGRSVLKTGTTEKDVVCGPPVVSFSPSTTISVTPEGGPGGHSLQVLTLFLALTSALLLALIFITLLFSVLKWIRKKFPHIFKQPFKKTTGAAQEEDACSCRCPQEEEGGGGGYEL. (3) The miRNA is hsa-miR-3192-5p with sequence UCUGGGAGGUUGUAGCAGUGGAA. The protein sequence of the target gene is MAQGSGDQRAVGVADPEESSPNMIVYCKIEDIITKMQDDKTGGVPIRTVKSFLSKIPSVVTGTDIVQWLMKNLSIEDPVEAIHLGSLIAAQGYIFPISDHVLTMKDDGTFYRFQAPYFWPSNCWEPENTDYAIYLCKRTMQNKARLELADYEAENLARLQRAFARKWEFIFMQAEAQVKIDRKKDKTERKILDSQERAFWDVHRPVPGCVNTTEMDIRKCRRLKNPQKVKKSVYGVTEESQAQSPVHVLSQPIRKTTKEDIRKQITFLNAQIDRHCLKMSKVAESLIAYTEQYVEYDPLI.... Result: 1 (interaction). (4) The miRNA is hsa-miR-452-5p with sequence AACUGUUUGCAGAGGAAACUGA. The protein sequence of the target gene is MCERSLYRAGYVGSLLNLQSPDSFYFSNLRANGSQLAALPPISYPRSALPWATTPASCTPAQPATASAFGGFSQPYLTGSGPIGLQSPGAKDGPEDQVKFYTPDAPTASEERSRTRPPFAPESSLVHSALKGTKYDYAGVGRTAPGSATLLQGAPCASSFKEDTKGPLNLNMAVQVAGVASCLRSSLPDGLPWGAAPGRARKKRKPYTKQQIAELENEFLVNEFINRQKRKELSNRLNLSDQQVKIWFQNRRMKKKRVVQREQALALY. Result: 0 (no interaction). (5) The miRNA is hsa-miR-195-3p with sequence CCAAUAUUGGCUGUGCUGCUCC. The protein sequence of the target gene is MSKFPVPLRTIGGLRPSTTAAISAANIGFTQSSRALSTGAAAKSSGLVGQVARQYPNAAAFSIKQVRLYSSGNLPKHNRVALPALSPTMELGTVVSWQKKEGDQLSEGDLLCEIETDKATMGFETPEEGYLAKILIQEGSKDVPIGKLLCIIVDNEADVAAFKDFKDDGASSGGSAPAAEKAPEPAKPAASSQPSPPAQMYQAPSVPKSAPIPHSSSGRVSASPFAKKLAAENGLDLSGVSGSGPGGRILASDLSQAPAKGATSTTTQAVSGQDYTDIPLSNMRKTIAKRLTESKSTIPH.... Result: 0 (no interaction). (6) The miRNA is hsa-miR-4503 with sequence UUUAAGCAGGAAAUAGAAUUUA. The protein sequence of the target gene is MGLTSQLLPPLFFLLACAGNFVHGHKCDITLQEIIKTLNSLTEQKTLCTELTVTDIFAASKNTTEKETFCRAATVLRQFYSHHEKDTRCLGATAQQFHRHKQLIRFLKRLDRNLWGLAGLNSCPVKEANQSTLENFLERLKTIMREKYSKCSS. Result: 0 (no interaction).